From a dataset of Catalyst prediction with 721,799 reactions and 888 catalyst types from USPTO. Predict which catalyst facilitates the given reaction. (1) Reactant: [CH2:1]([O:8][C:9]1[N:14]=[N:13][C:12]([CH2:15][CH2:16][C:17]2[CH:33]=[CH:32][C:20]3[CH2:21][CH2:22][N:23](C(=O)C(F)(F)F)[CH2:24][CH2:25][C:19]=3[CH:18]=2)=[CH:11][CH:10]=1)[C:2]1[CH:7]=[CH:6][CH:5]=[CH:4][CH:3]=1.[OH-].[Na+]. Product: [CH2:1]([O:8][C:9]1[N:14]=[N:13][C:12]([CH2:15][CH2:16][C:17]2[CH:33]=[CH:32][C:20]3[CH2:21][CH2:22][NH:23][CH2:24][CH2:25][C:19]=3[CH:18]=2)=[CH:11][CH:10]=1)[C:2]1[CH:3]=[CH:4][CH:5]=[CH:6][CH:7]=1. The catalyst class is: 5. (2) Reactant: [CH3:1][N:2]1[CH:6]=[C:5]([CH2:7][N:8]2[CH2:12][CH:11]3[CH2:13][N:14]([C:16]([O:18][C:19]([CH3:22])([CH3:21])[CH3:20])=[O:17])[CH2:15][CH:10]3[CH2:9]2)[C:4]([CH:23]2[CH2:28][CH2:27][NH:26][CH2:25][CH2:24]2)=[N:3]1.C(N(CC)CC)C.[C:36](OC(=O)C)(=[O:38])[CH3:37]. Product: [C:36]([N:26]1[CH2:27][CH2:28][CH:23]([C:4]2[C:5]([CH2:7][N:8]3[CH2:9][CH:10]4[CH2:15][N:14]([C:16]([O:18][C:19]([CH3:22])([CH3:20])[CH3:21])=[O:17])[CH2:13][CH:11]4[CH2:12]3)=[CH:6][N:2]([CH3:1])[N:3]=2)[CH2:24][CH2:25]1)(=[O:38])[CH3:37]. The catalyst class is: 4. (3) Reactant: [C:1]([O:5][C:6](=[O:29])[CH2:7][S:8]([N:11]1[CH2:16][CH2:15][CH:14]([O:17][C:18]2[CH:23]=[CH:22][C:21]([S:24][C:25]([F:28])([F:27])[F:26])=[CH:20][CH:19]=2)[CH2:13][CH2:12]1)(=[O:10])=[O:9])([CH3:4])([CH3:3])[CH3:2].[H-].[Na+].Br[CH2:33][CH2:34][O:35][CH3:36]. Product: [C:1]([O:5][C:6](=[O:29])[C:7]([CH2:2][CH2:1][O:5][CH3:6])([S:8]([N:11]1[CH2:16][CH2:15][CH:14]([O:17][C:18]2[CH:19]=[CH:20][C:21]([S:24][C:25]([F:28])([F:27])[F:26])=[CH:22][CH:23]=2)[CH2:13][CH2:12]1)(=[O:10])=[O:9])[CH2:33][CH2:34][O:35][CH3:36])([CH3:4])([CH3:2])[CH3:3]. The catalyst class is: 9. (4) Reactant: [H-].[Al+3].[Li+].[H-].[H-].[H-].[Br:7][C:8]1[CH:13]=[CH:12][C:11]([NH:14][C:15](=O)[CH3:16])=[CH:10][CH:9]=1.[OH-].[Na+].S([O-])([O-])(=O)=O.[Na+].[Na+]. Product: [Br:7][C:8]1[CH:13]=[CH:12][C:11]([NH:14][CH2:15][CH3:16])=[CH:10][CH:9]=1. The catalyst class is: 30. (5) Reactant: [Br:1][C:2]1[CH:7]=[CH:6][C:5]([CH2:8][OH:9])=[CH:4][C:3]=1[CH3:10].N1C=CN=C1.Cl[Si:17]([CH:24]([CH3:26])[CH3:25])([CH:21]([CH3:23])[CH3:22])[CH:18]([CH3:20])[CH3:19]. Product: [Br:1][C:2]1[CH:7]=[CH:6][C:5]([CH2:8][O:9][Si:17]([CH:24]([CH3:26])[CH3:25])([CH:21]([CH3:23])[CH3:22])[CH:18]([CH3:20])[CH3:19])=[CH:4][C:3]=1[CH3:10]. The catalyst class is: 569. (6) Reactant: [ClH:1].[N+:2]([C:5]1[CH:6]=[CH:7][C:8]([C:51]2[CH:56]=[C:55]([O:57][CH3:58])[C:54]([O:59][CH3:60])=[C:53]([O:61][CH3:62])[CH:52]=2)=[C:9]([CH:50]=1)[C:10]([N:12]1[CH2:17][CH2:16][N:15]([CH2:18][CH2:19][CH2:20][N:21]2[CH2:26][CH2:25][N:24]([C:27](=[O:49])[C:28]3[CH:33]=[C:32]([N+:34]([O-:36])=[O:35])[CH:31]=[CH:30][C:29]=3[C:37]3[CH:42]=[C:41]([O:43][CH3:44])[C:40]([O:45][CH3:46])=[C:39]([O:47][CH3:48])[CH:38]=3)[CH2:23][CH2:22]2)[CH2:14][CH2:13]1)=[O:11])([O-:4])=[O:3]. Product: [ClH:1].[ClH:1].[N+:34]([C:32]1[CH:31]=[CH:30][C:29]([C:37]2[CH:42]=[C:41]([O:43][CH3:44])[C:40]([O:45][CH3:46])=[C:39]([O:47][CH3:48])[CH:38]=2)=[C:28]([CH:33]=1)[C:27]([N:24]1[CH2:25][CH2:26][N:21]([CH2:20][CH2:19][CH2:18][N:15]2[CH2:14][CH2:13][N:12]([C:10](=[O:11])[C:9]3[CH:50]=[C:5]([N+:2]([O-:4])=[O:3])[CH:6]=[CH:7][C:8]=3[C:51]3[CH:52]=[C:53]([O:61][CH3:62])[C:54]([O:59][CH3:60])=[C:55]([O:57][CH3:58])[CH:56]=3)[CH2:17][CH2:16]2)[CH2:22][CH2:23]1)=[O:49])([O-:36])=[O:35]. The catalyst class is: 8. (7) Reactant: [Cl:1][C:2]1[CH:3]=[C:4]([OH:11])[C:5](=[C:8]([Cl:10])[CH:9]=1)[CH:6]=[O:7].C([O-])([O-])=O.[Cs+].[Cs+].Br[CH2:19][CH2:20][O:21][C:22](=[O:24])[CH3:23]. Product: [C:22]([O:21][CH2:20][CH2:19][O:11][C:4]1[CH:3]=[C:2]([Cl:1])[CH:9]=[C:8]([Cl:10])[C:5]=1[CH:6]=[O:7])(=[O:24])[CH3:23]. The catalyst class is: 31.